From a dataset of Forward reaction prediction with 1.9M reactions from USPTO patents (1976-2016). Predict the product of the given reaction. (1) Given the reactants [C:1]([C:5]1[CH:10]=[CH:9][C:8](/[C:11](/[C:40]2[CH:45]=[CH:44][C:43]([C:46]3[NH:50][C:49]([C@@H:51]4[CH2:55][CH2:54][CH2:53][N:52]4[C:56](=[O:66])[C@@H:57]([NH:61][C:62]([O:64][CH3:65])=[O:63])[CH:58]([CH3:60])[CH3:59])=[N:48][CH:47]=3)=[CH:42][CH:41]=2)=[CH:12]\[C:13]2[CH:18]=[CH:17][C:16]([C:19]3[NH:23][C:22]([C@@H:24]4[CH2:28][CH2:27][CH2:26][N:25]4[C:29](=[O:39])[C@@H:30]([NH:34][C:35](=[O:38])[O:36][CH3:37])[CH:31]([CH3:33])[CH3:32])=[N:21][CH:20]=3)=[CH:15][CH:14]=2)=[CH:7][CH:6]=1)([CH3:4])([CH3:3])[CH3:2].C(O)(=O)C, predict the reaction product. The product is: [C:1]([C:5]1[CH:10]=[CH:9][C:8]([CH:11]([C:40]2[CH:41]=[CH:42][C:43]([C:46]3[N:50]=[C:49]([C@@H:51]4[CH2:55][CH2:54][CH2:53][N:52]4[C:56](=[O:66])[C@@H:57]([NH:61][C:62]([O:64][CH3:65])=[O:63])[CH:58]([CH3:59])[CH3:60])[NH:48][CH:47]=3)=[CH:44][CH:45]=2)[CH2:12][C:13]2[CH:18]=[CH:17][C:16]([C:19]3[NH:23][C:22]([C@@H:24]4[CH2:28][CH2:27][CH2:26][N:25]4[C:29](=[O:39])[C@@H:30]([NH:34][C:35](=[O:38])[O:36][CH3:37])[CH:31]([CH3:33])[CH3:32])=[N:21][CH:20]=3)=[CH:15][CH:14]=2)=[CH:7][CH:6]=1)([CH3:2])([CH3:3])[CH3:4]. (2) Given the reactants CN(C(ON1N=N[C:11]2[CH:12]=[CH:13][CH:14]=[N:15][C:10]1=2)=[N+](C)C)C.F[P-](F)(F)(F)(F)F.[NH2:25][C:26]1[C:30]([NH:31][C:32]([O:34][C:35]([CH3:38])([CH3:37])[CH3:36])=[O:33])=[CH:29][S:28][CH:27]=1.CN1C[CH2:44][O:43][CH2:42]C1.[OH2:46].CN([CH:50]=[O:51])C, predict the reaction product. The product is: [C:35]([O:34][C:32]([NH:31][C:30]1[C:26]([NH:25][C:50]([C:10]2[CH:11]=[CH:12][C:13]([C:42]([O:43][CH3:44])=[O:46])=[CH:14][N:15]=2)=[O:51])=[CH:27][S:28][CH:29]=1)=[O:33])([CH3:38])([CH3:37])[CH3:36].